This data is from NCI-60 drug combinations with 297,098 pairs across 59 cell lines. The task is: Regression. Given two drug SMILES strings and cell line genomic features, predict the synergy score measuring deviation from expected non-interaction effect. (1) Drug 1: C1=CC(=CC=C1CCCC(=O)O)N(CCCl)CCCl. Drug 2: CC1=C2C(C(=O)C3(C(CC4C(C3C(C(C2(C)C)(CC1OC(=O)C(C(C5=CC=CC=C5)NC(=O)C6=CC=CC=C6)O)O)OC(=O)C7=CC=CC=C7)(CO4)OC(=O)C)O)C)OC(=O)C. Cell line: SK-MEL-5. Synergy scores: CSS=35.5, Synergy_ZIP=-8.90, Synergy_Bliss=-7.36, Synergy_Loewe=-10.7, Synergy_HSA=-4.49. (2) Drug 1: CCC(=C(C1=CC=CC=C1)C2=CC=C(C=C2)OCCN(C)C)C3=CC=CC=C3.C(C(=O)O)C(CC(=O)O)(C(=O)O)O. Drug 2: C(=O)(N)NO. Cell line: HCC-2998. Synergy scores: CSS=-2.66, Synergy_ZIP=2.52, Synergy_Bliss=5.08, Synergy_Loewe=2.56, Synergy_HSA=0.132. (3) Drug 1: C#CCC(CC1=CN=C2C(=N1)C(=NC(=N2)N)N)C3=CC=C(C=C3)C(=O)NC(CCC(=O)O)C(=O)O. Drug 2: COC1=C2C(=CC3=C1OC=C3)C=CC(=O)O2. Cell line: OVCAR-5. Synergy scores: CSS=-3.95, Synergy_ZIP=-0.755, Synergy_Bliss=-5.81, Synergy_Loewe=-4.99, Synergy_HSA=-6.91. (4) Drug 1: C1CC(=O)NC(=O)C1N2CC3=C(C2=O)C=CC=C3N. Drug 2: C1=CC(=CC=C1CC(C(=O)O)N)N(CCCl)CCCl.Cl. Cell line: NCI-H522. Synergy scores: CSS=22.6, Synergy_ZIP=4.43, Synergy_Bliss=9.70, Synergy_Loewe=10.7, Synergy_HSA=10.7. (5) Drug 1: C1CN1C2=NC(=NC(=N2)N3CC3)N4CC4. Drug 2: B(C(CC(C)C)NC(=O)C(CC1=CC=CC=C1)NC(=O)C2=NC=CN=C2)(O)O. Cell line: 786-0. Synergy scores: CSS=71.1, Synergy_ZIP=-0.493, Synergy_Bliss=-1.48, Synergy_Loewe=-3.42, Synergy_HSA=-1.16. (6) Drug 1: CCCS(=O)(=O)NC1=C(C(=C(C=C1)F)C(=O)C2=CNC3=C2C=C(C=N3)C4=CC=C(C=C4)Cl)F. Drug 2: CC1=C(C=C(C=C1)NC(=O)C2=CC=C(C=C2)CN3CCN(CC3)C)NC4=NC=CC(=N4)C5=CN=CC=C5. Cell line: NCI-H226. Synergy scores: CSS=0.666, Synergy_ZIP=0.607, Synergy_Bliss=1.96, Synergy_Loewe=-0.902, Synergy_HSA=-1.07.